Dataset: Forward reaction prediction with 1.9M reactions from USPTO patents (1976-2016). Task: Predict the product of the given reaction. (1) Given the reactants [CH3:1][NH:2][CH2:3][CH2:4][CH2:5][CH2:6][CH3:7], predict the reaction product. The product is: [CH2:3]([NH:2][CH2:1][CH2:3][CH2:4][CH2:5][CH3:6])[CH2:4][CH2:5][CH2:6][CH3:7]. (2) Given the reactants [N:1]([CH:4]1[C:10](=[O:11])[NH:9][C:8]2[CH:12]=[CH:13][CH:14]=[CH:15][C:7]=2[CH2:6][CH2:5]1)=[N+]=[N-].O.C1C=CC(P(C2C=CC=CC=2)C2C=CC=CC=2)=CC=1, predict the reaction product. The product is: [NH2:1][CH:4]1[C:10](=[O:11])[NH:9][C:8]2[CH:12]=[CH:13][CH:14]=[CH:15][C:7]=2[CH2:6][CH2:5]1. (3) Given the reactants [Br:1][C:2]1[CH:7]=[CH:6][C:5]([C:8]2[O:12][N:11]=[C:10]([CH3:13])[C:9]=2[NH2:14])=[CH:4][CH:3]=1.[C:15]1([CH2:21][CH2:22][C:23](=O)[CH3:24])[CH:20]=[CH:19][CH:18]=[CH:17][CH:16]=1, predict the reaction product. The product is: [Br:1][C:2]1[CH:3]=[CH:4][C:5]([C:8]2[O:12][N:11]=[C:10]([CH3:13])[C:9]=2[NH:14][CH:23]([CH3:24])[CH2:22][CH2:21][C:15]2[CH:20]=[CH:19][CH:18]=[CH:17][CH:16]=2)=[CH:6][CH:7]=1. (4) Given the reactants [C:1]([O:5][C:6]([N:8]1[CH2:13][CH2:12][N:11]([C:14]([C:16]2[CH:20]=[C:19]([CH3:21])[N:18]([C:22]3[CH:27]=[CH:26][CH:25]=[CH:24][CH:23]=3)[C:17]=2[C:28]2[CH:33]=[CH:32][CH:31]=[CH:30][CH:29]=2)=[O:15])[C@H:10]([CH2:34][N:35]2[CH2:40][CH2:39][CH:38]([C:41]([OH:43])=O)[CH2:37][CH2:36]2)[CH2:9]1)=[O:7])([CH3:4])([CH3:3])[CH3:2].[NH2:44][CH2:45][CH2:46][CH2:47][CH2:48][OH:49].CCN=C=NCCCN(C)C.Cl.C1C=CC2N(O)N=NC=2C=1.C(=O)(O)[O-].[Na+], predict the reaction product. The product is: [OH:49][CH2:48][CH2:47][CH2:46][CH2:45][NH:44][C:41]([CH:38]1[CH2:37][CH2:36][N:35]([CH2:34][C@H:10]2[N:11]([C:14]([C:16]3[CH:20]=[C:19]([CH3:21])[N:18]([C:22]4[CH:27]=[CH:26][CH:25]=[CH:24][CH:23]=4)[C:17]=3[C:28]3[CH:29]=[CH:30][CH:31]=[CH:32][CH:33]=3)=[O:15])[CH2:12][CH2:13][N:8]([C:6]([O:5][C:1]([CH3:2])([CH3:4])[CH3:3])=[O:7])[CH2:9]2)[CH2:40][CH2:39]1)=[O:43]. (5) Given the reactants [F:1][C:2]1[CH:7]=[CH:6][C:5]([C:8]2[N:9]=[C:10]([C:23]3[CH:28]=[CH:27][CH:26]=[CH:25][CH:24]=3)[NH:11][C:12]=2[C:13]2[CH:18]=[CH:17][N:16]=[C:15](S(C)(=O)=O)[N:14]=2)=[CH:4][CH:3]=1.[BH4-].[Na+].Cl.C(=O)([O-])O.[Na+], predict the reaction product. The product is: [F:1][C:2]1[CH:3]=[CH:4][C:5]([C:8]2[N:9]=[C:10]([C:23]3[CH:28]=[CH:27][CH:26]=[CH:25][CH:24]=3)[NH:11][C:12]=2[C:13]2[CH:18]=[CH:17][N:16]=[CH:15][N:14]=2)=[CH:6][CH:7]=1.